Dataset: NCI-60 drug combinations with 297,098 pairs across 59 cell lines. Task: Regression. Given two drug SMILES strings and cell line genomic features, predict the synergy score measuring deviation from expected non-interaction effect. (1) Drug 1: C1CC(=O)NC(=O)C1N2CC3=C(C2=O)C=CC=C3N. Drug 2: C1C(C(OC1N2C=C(C(=O)NC2=O)F)CO)O. Cell line: T-47D. Synergy scores: CSS=2.20, Synergy_ZIP=-1.25, Synergy_Bliss=-2.52, Synergy_Loewe=-1.70, Synergy_HSA=-1.71. (2) Drug 1: C(=O)(N)NO. Synergy scores: CSS=0.786, Synergy_ZIP=-2.22, Synergy_Bliss=-4.15, Synergy_Loewe=-2.39, Synergy_HSA=-2.42. Drug 2: C1C(C(OC1N2C=NC(=NC2=O)N)CO)O. Cell line: NCI-H226. (3) Synergy scores: CSS=60.7, Synergy_ZIP=0.322, Synergy_Bliss=2.28, Synergy_Loewe=-7.81, Synergy_HSA=2.77. Drug 1: CC1=C2C(C(=O)C3(C(CC4C(C3C(C(C2(C)C)(CC1OC(=O)C(C(C5=CC=CC=C5)NC(=O)C6=CC=CC=C6)O)O)OC(=O)C7=CC=CC=C7)(CO4)OC(=O)C)O)C)OC(=O)C. Drug 2: C(CCl)NC(=O)N(CCCl)N=O. Cell line: CCRF-CEM. (4) Drug 1: C1=CC(=CC=C1C#N)C(C2=CC=C(C=C2)C#N)N3C=NC=N3. Drug 2: CN1C(=O)N2C=NC(=C2N=N1)C(=O)N. Cell line: NCI-H460. Synergy scores: CSS=-3.67, Synergy_ZIP=2.00, Synergy_Bliss=1.88, Synergy_Loewe=-2.97, Synergy_HSA=-2.51. (5) Drug 1: C1CCC(C1)C(CC#N)N2C=C(C=N2)C3=C4C=CNC4=NC=N3. Drug 2: CC1OCC2C(O1)C(C(C(O2)OC3C4COC(=O)C4C(C5=CC6=C(C=C35)OCO6)C7=CC(=C(C(=C7)OC)O)OC)O)O. Cell line: MALME-3M. Synergy scores: CSS=16.6, Synergy_ZIP=-2.86, Synergy_Bliss=3.13, Synergy_Loewe=-8.32, Synergy_HSA=1.88.